Dataset: Full USPTO retrosynthesis dataset with 1.9M reactions from patents (1976-2016). Task: Predict the reactants needed to synthesize the given product. Given the product [Br:8][C:5]1[CH:6]=[CH:7][C:2]([NH:1][C:19](=[O:20])[CH2:18][Cl:17])=[C:3]([C:9]([OH:11])([C:12]2[CH:16]=[CH:15][S:14][CH:13]=2)[CH3:10])[CH:4]=1, predict the reactants needed to synthesize it. The reactants are: [NH2:1][C:2]1[CH:7]=[CH:6][C:5]([Br:8])=[CH:4][C:3]=1[C:9]([C:12]1[CH:16]=[CH:15][S:14][CH:13]=1)([OH:11])[CH3:10].[Cl:17][CH2:18][C:19](Cl)=[O:20].